The task is: Predict the product of the given reaction.. This data is from Forward reaction prediction with 1.9M reactions from USPTO patents (1976-2016). Given the reactants [Cl:1][C:2]1[CH:24]=[CH:23][C:5]([C:6]([NH:8][CH2:9][CH:10]2[CH2:15][CH2:14][N:13](C(OC(C)(C)C)=O)[CH2:12][CH2:11]2)=[O:7])=[CH:4][C:3]=1[O:25][CH3:26].[F:27][C:28]([F:33])([F:32])[C:29]([OH:31])=[O:30], predict the reaction product. The product is: [F:27][C:28]([F:33])([F:32])[C:29]([OH:31])=[O:30].[Cl:1][C:2]1[CH:24]=[CH:23][C:5]([C:6]([NH:8][CH2:9][CH:10]2[CH2:11][CH2:12][NH:13][CH2:14][CH2:15]2)=[O:7])=[CH:4][C:3]=1[O:25][CH3:26].